Dataset: Forward reaction prediction with 1.9M reactions from USPTO patents (1976-2016). Task: Predict the product of the given reaction. (1) Given the reactants Cl[CH2:2][CH2:3][CH2:4][N:5]1[C:14]2[C:9](=[CH:10][CH:11]=[CH:12][CH:13]=2)[N:8]2[CH:15]=[CH:16][CH:17]=[C:7]2[C:6]1=[O:18].[Cl:19][C:20]1[CH:25]=[CH:24][C:23]([C:26]2([OH:32])[CH2:31][CH2:30][NH:29][CH2:28][CH2:27]2)=[CH:22][CH:21]=1.C(=O)([O-])[O-].[K+].[K+], predict the reaction product. The product is: [Cl:19][C:20]1[CH:25]=[CH:24][C:23]([C:26]2([OH:32])[CH2:27][CH2:28][N:29]([CH2:2][CH2:3][CH2:4][N:5]3[C:14]4[C:9](=[CH:10][CH:11]=[CH:12][CH:13]=4)[N:8]4[CH:15]=[CH:16][CH:17]=[C:7]4[C:6]3=[O:18])[CH2:30][CH2:31]2)=[CH:22][CH:21]=1. (2) Given the reactants [Cl:1][C:2]1[CH:3]=[C:4]([C:9]2[N:13]([C:14]3[CH:19]=[CH:18][N:17]=[C:16]([CH3:20])[CH:15]=3)[N:12]=[C:11]([C:21](O)=[O:22])[CH:10]=2)[CH:5]=[C:6]([F:8])[CH:7]=1.ClC1C=C(C2N(C3C=NC=CC=3)N=C(C(N3CCNC(=O)C3)=O)C=2)C=C(F)C=1.[S:52]1[CH2:56][CH2:55][NH:54][CH2:53]1, predict the reaction product. The product is: [Cl:1][C:2]1[CH:3]=[C:4]([C:9]2[N:13]([C:14]3[CH:19]=[CH:18][N:17]=[C:16]([CH3:20])[CH:15]=3)[N:12]=[C:11]([C:21]([N:54]3[CH2:55][CH2:56][S:52][CH2:53]3)=[O:22])[CH:10]=2)[CH:5]=[C:6]([F:8])[CH:7]=1. (3) Given the reactants [OH:1][C:2]1[C:11]2[N:10]=[C:9]([NH:12][C:13](=[O:20])[C:14]3[CH:19]=[CH:18][CH:17]=[N:16][CH:15]=3)[N:8]3[CH2:21][CH2:22][N:23]=[C:7]3[C:6]=2[CH:5]=[CH:4][CH:3]=1.Cl[CH2:25][CH2:26][CH2:27][S:28]([N:31]1[CH2:36][CH2:35][N:34]([CH3:37])[CH2:33][CH2:32]1)(=[O:30])=[O:29], predict the reaction product. The product is: [CH3:37][N:34]1[CH2:33][CH2:32][N:31]([S:28]([CH2:27][CH2:26][CH2:25][O:1][C:2]2[C:11]3[N:10]=[C:9]([NH:12][C:13](=[O:20])[C:14]4[CH:19]=[CH:18][CH:17]=[N:16][CH:15]=4)[N:8]4[CH2:21][CH2:22][N:23]=[C:7]4[C:6]=3[CH:5]=[CH:4][CH:3]=2)(=[O:30])=[O:29])[CH2:36][CH2:35]1. (4) Given the reactants [CH3:1][C:2]1[N:6]([CH2:7][C:8]2[CH:13]=[CH:12][N:11]=[C:10]([N:14]3[CH2:19][CH2:18][N:17](C(OCC4C=CC=CC=4)=O)[CH2:16][CH2:15]3)[CH:9]=2)[N:5]=[C:4]([C:30]2[O:34][N:33]=[C:32]([C:35]3[CH:40]=[CH:39][C:38]([O:41][C:42]([F:45])([F:44])[F:43])=[CH:37][CH:36]=3)[N:31]=2)[N:3]=1.C[C:47]([OH:49])=[O:48], predict the reaction product. The product is: [F:45][C:42]([F:43])([F:44])[C:47]([O-:49])=[O:48].[CH3:1][C:2]1[N:6]([CH2:7][C:8]2[CH:13]=[CH:12][N:11]=[C:10]([N:14]3[CH2:19][CH2:18][NH2+:17][CH2:16][CH2:15]3)[CH:9]=2)[N:5]=[C:4]([C:30]2[O:34][N:33]=[C:32]([C:35]3[CH:36]=[CH:37][C:38]([O:41][C:42]([F:45])([F:43])[F:44])=[CH:39][CH:40]=3)[N:31]=2)[N:3]=1. (5) Given the reactants Cl.C(Cl)CCl.[CH3:6][O:7][C:8]1[CH:9]=[C:10]([C:16]2[CH:17]=[N:18][C:19]([CH2:22][CH2:23][C:24]([OH:26])=O)=[N:20][CH:21]=2)[CH:11]=[CH:12][C:13]=1[O:14][CH3:15].[C:27]([O:31][C:32]([N:34]1[CH2:39][CH2:38][CH2:37][CH:36]([CH2:40][NH2:41])[CH2:35]1)=[O:33])([CH3:30])([CH3:29])[CH3:28].C1C=CC2N(O)N=NC=2C=1.C(N(C(C)C)CC)(C)C, predict the reaction product. The product is: [C:27]([O:31][C:32]([N:34]1[CH2:39][CH2:38][CH2:37][CH:36]([CH2:40][NH:41][C:24](=[O:26])[CH2:23][CH2:22][C:19]2[N:20]=[CH:21][C:16]([C:10]3[CH:11]=[CH:12][C:13]([O:14][CH3:15])=[C:8]([O:7][CH3:6])[CH:9]=3)=[CH:17][N:18]=2)[CH2:35]1)=[O:33])([CH3:30])([CH3:29])[CH3:28].